Regression. Given two drug SMILES strings and cell line genomic features, predict the synergy score measuring deviation from expected non-interaction effect. From a dataset of NCI-60 drug combinations with 297,098 pairs across 59 cell lines. (1) Drug 1: CC1OCC2C(O1)C(C(C(O2)OC3C4COC(=O)C4C(C5=CC6=C(C=C35)OCO6)C7=CC(=C(C(=C7)OC)O)OC)O)O. Drug 2: CCCS(=O)(=O)NC1=C(C(=C(C=C1)F)C(=O)C2=CNC3=C2C=C(C=N3)C4=CC=C(C=C4)Cl)F. Cell line: KM12. Synergy scores: CSS=23.9, Synergy_ZIP=-2.65, Synergy_Bliss=2.35, Synergy_Loewe=-4.71, Synergy_HSA=-0.461. (2) Drug 1: CCCCC(=O)OCC(=O)C1(CC(C2=C(C1)C(=C3C(=C2O)C(=O)C4=C(C3=O)C=CC=C4OC)O)OC5CC(C(C(O5)C)O)NC(=O)C(F)(F)F)O. Drug 2: CCN(CC)CCCC(C)NC1=C2C=C(C=CC2=NC3=C1C=CC(=C3)Cl)OC. Cell line: NCI-H322M. Synergy scores: CSS=22.7, Synergy_ZIP=-3.31, Synergy_Bliss=-0.423, Synergy_Loewe=-3.69, Synergy_HSA=1.95. (3) Drug 1: C1=CC(=CC=C1CCC2=CNC3=C2C(=O)NC(=N3)N)C(=O)NC(CCC(=O)O)C(=O)O. Drug 2: CNC(=O)C1=NC=CC(=C1)OC2=CC=C(C=C2)NC(=O)NC3=CC(=C(C=C3)Cl)C(F)(F)F. Cell line: 786-0. Synergy scores: CSS=24.8, Synergy_ZIP=-7.58, Synergy_Bliss=-3.92, Synergy_Loewe=-1.65, Synergy_HSA=0.284. (4) Drug 1: C1=C(C(=O)NC(=O)N1)F. Drug 2: C1=CC=C(C(=C1)C(C2=CC=C(C=C2)Cl)C(Cl)Cl)Cl. Cell line: COLO 205. Synergy scores: CSS=54.0, Synergy_ZIP=-5.89, Synergy_Bliss=-12.1, Synergy_Loewe=-14.3, Synergy_HSA=-11.6. (5) Drug 1: C1=NC2=C(N=C(N=C2N1C3C(C(C(O3)CO)O)O)F)N. Drug 2: CC(C)CN1C=NC2=C1C3=CC=CC=C3N=C2N. Cell line: ACHN. Synergy scores: CSS=11.0, Synergy_ZIP=-1.35, Synergy_Bliss=1.50, Synergy_Loewe=0.515, Synergy_HSA=-0.435.